This data is from Kir2.1 potassium channel HTS with 301,493 compounds. The task is: Binary Classification. Given a drug SMILES string, predict its activity (active/inactive) in a high-throughput screening assay against a specified biological target. (1) The drug is [O-][N+](=O)c1c(NC2CCCC2)ccc(n2c(c(cc2C)C=O)C)c1. The result is 0 (inactive). (2) The result is 0 (inactive). The drug is Fc1ccc(C(=O)NCC2CN(CCC2)Cc2c(n3nccc3)ccc(c2)C)cc1.